From a dataset of Full USPTO retrosynthesis dataset with 1.9M reactions from patents (1976-2016). Predict the reactants needed to synthesize the given product. Given the product [CH:1]([C:4]1[CH:5]=[C:6](/[CH:7]=[C:27](/[C:26]([NH:25][CH2:24][CH2:23][CH2:22][C:16]2[CH:17]=[CH:18][CH:19]=[CH:20][CH:21]=2)=[S:30])\[C:28]#[N:29])[CH:9]=[C:10]([CH:13]([CH3:15])[CH3:14])[C:11]=1[OH:12])([CH3:3])[CH3:2], predict the reactants needed to synthesize it. The reactants are: [CH:1]([C:4]1[CH:5]=[C:6]([CH:9]=[C:10]([CH:13]([CH3:15])[CH3:14])[C:11]=1[OH:12])[CH:7]=O)([CH3:3])[CH3:2].[C:16]1([CH2:22][CH2:23][CH2:24][NH:25][C:26](=[S:30])[CH2:27][C:28]#[N:29])[CH:21]=[CH:20][CH:19]=[CH:18][CH:17]=1.NCCC(O)=O.